From a dataset of Reaction yield outcomes from USPTO patents with 853,638 reactions. Predict the reaction yield, written as a fraction of the theoretical maximum amount of product (1.0 means a 100% yield; for example, 0.34 means a 34% yield). (1) The reactants are COC1C=CC(C[N:8]2[C:16]3[C:11](=[CH:12][C:13]([CH3:17])=[CH:14][CH:15]=3)[C:10]([CH3:19])([CH3:18])[C:9]2=[O:20])=CC=1.Br.C([O-])([O-])=[O:25].[Na+].[Na+]. The catalyst is C(O)(=O)C. The product is [OH:25][C:14]1[CH:15]=[C:16]2[C:11]([C:10]([CH3:19])([CH3:18])[C:9](=[O:20])[NH:8]2)=[CH:12][C:13]=1[CH3:17]. The yield is 0.740. (2) The reactants are [NH2:1][C:2]1[N:7]=[C:6]([C:8]2[CH:15]=[CH:14][C:11]([C:12]#[N:13])=[C:10](F)[CH:9]=2)[CH:5]=[C:4]([NH:17][CH:18]([CH3:20])[CH3:19])[N:3]=1.O.[NH2:22][NH2:23]. The catalyst is CCO. The product is [NH2:13][C:12]1[C:11]2[C:10](=[CH:9][C:8]([C:6]3[N:7]=[C:2]([NH2:1])[N:3]=[C:4]([NH:17][CH:18]([CH3:20])[CH3:19])[CH:5]=3)=[CH:15][CH:14]=2)[NH:23][N:22]=1. The yield is 0.990. (3) The yield is 0.650. The reactants are [Cl:1][C:2]1[C:6]([NH:7][C:8](=O)[CH3:9])=[CH:5][NH:4][N:3]=1.B(F)(F)F.CCOCC.[BH4-].[Na+].Cl.C(=O)(O)[O-].[Na+]. The product is [Cl:1][C:2]1[C:6]([NH:7][CH2:8][CH3:9])=[CH:5][NH:4][N:3]=1. The catalyst is O.C(OCC)(=O)C.O1CCCC1. (4) The reactants are [CH3:1][O:2][C:3](=[O:16])[C:4]1[CH:9]=[CH:8][C:7]([O:10][CH2:11][CH2:12][Cl:13])=[C:6]([O:14][CH3:15])[CH:5]=1.C(OC(=O)C)(=O)C.[N+:24]([O-])([OH:26])=[O:25]. The catalyst is C(O)(=O)C. The product is [CH3:1][O:2][C:3](=[O:16])[C:4]1[CH:5]=[C:6]([O:14][CH3:15])[C:7]([O:10][CH2:11][CH2:12][Cl:13])=[CH:8][C:9]=1[N+:24]([O-:26])=[O:25]. The yield is 0.850. (5) The reactants are [NH2:1][CH2:2][C@H:3]1[O:8][CH2:7][C@H:6]([NH:9][C:10]([O:12][C:13]([CH3:16])([CH3:15])[CH3:14])=[O:11])[CH2:5][CH2:4]1.[C:17]([O:20][CH2:21][CH:22]=O)(=[O:19])[CH3:18].C(O[BH-](OC(=O)C)OC(=O)C)(=O)C.[Na+].C(=O)(O)[O-].[Na+]. The catalyst is ClCCl. The product is [C:17]([O:20][CH2:21][CH2:22][NH:1][CH2:2][C@H:3]1[O:8][CH2:7][C@H:6]([NH:9][C:10]([O:12][C:13]([CH3:16])([CH3:15])[CH3:14])=[O:11])[CH2:5][CH2:4]1)(=[O:19])[CH3:18]. The yield is 0.640. (6) The reactants are Cl[CH2:2][C:3]([NH:5][C:6]1[N:7]=[C:8]2[CH:13]=[CH:12][C:11]([O:14][C:15]3[CH:16]=[C:17]([NH:21][C:22](=[O:34])[C:23]4[CH:28]=[CH:27][CH:26]=[C:25]([C:29]5([C:32]#[N:33])[CH2:31][CH2:30]5)[CH:24]=4)[CH:18]=[CH:19][CH:20]=3)=[N:10][N:9]2[CH:35]=1)=[O:4].[CH3:36][N:37]1[CH2:42][CH2:41][NH:40][CH2:39][CH2:38]1.C(=O)([O-])O.[Na+]. The catalyst is C(#N)C. The product is [C:32]([C:29]1([C:25]2[CH:24]=[C:23]([CH:28]=[CH:27][CH:26]=2)[C:22]([NH:21][C:17]2[CH:18]=[CH:19][CH:20]=[C:15]([O:14][C:11]3[CH:12]=[CH:13][C:8]4[N:9]([CH:35]=[C:6]([NH:5][C:3](=[O:4])[CH2:2][N:40]5[CH2:41][CH2:42][N:37]([CH3:36])[CH2:38][CH2:39]5)[N:7]=4)[N:10]=3)[CH:16]=2)=[O:34])[CH2:31][CH2:30]1)#[N:33]. The yield is 0.410. (7) The reactants are C(OC([N:8]1[C:13]2[CH:14]=[CH:15][C:16]([O:18][CH3:19])=[CH:17][C:12]=2[O:11][CH:10]([C:20]([N:22]2[CH2:27][CH2:26][C:25]([C:36]#[N:37])([CH2:28][C:29]3[CH:34]=[CH:33][C:32]([F:35])=[CH:31][CH:30]=3)[CH2:24][CH2:23]2)=[O:21])[CH2:9]1)=O)(C)(C)C.FC(F)(F)C(O)=O. The catalyst is C(Cl)Cl. The product is [F:35][C:32]1[CH:33]=[CH:34][C:29]([CH2:28][C:25]2([C:36]#[N:37])[CH2:26][CH2:27][N:22]([C:20]([CH:10]3[CH2:9][NH:8][C:13]4[CH:14]=[CH:15][C:16]([O:18][CH3:19])=[CH:17][C:12]=4[O:11]3)=[O:21])[CH2:23][CH2:24]2)=[CH:30][CH:31]=1. The yield is 0.180.